This data is from Forward reaction prediction with 1.9M reactions from USPTO patents (1976-2016). The task is: Predict the product of the given reaction. (1) Given the reactants [F:1][C:2]1[CH:10]=[C:9]2[C:5]([C:6]([C:20]3[CH:21]=[N:22][NH:23][CH:24]=3)=[CH:7][N:8]2[S:11]([C:14]2[CH:19]=[CH:18][CH:17]=[CH:16][CH:15]=2)(=[O:13])=[O:12])=[CH:4][CH:3]=1.C([O-])([O-])=O.[K+].[K+].Br[CH2:32][C:33]([NH2:35])=[O:34], predict the reaction product. The product is: [F:1][C:2]1[CH:10]=[C:9]2[C:5]([C:6]([C:20]3[CH:24]=[N:23][N:22]([CH2:32][C:33]([NH2:35])=[O:34])[CH:21]=3)=[CH:7][N:8]2[S:11]([C:14]2[CH:15]=[CH:16][CH:17]=[CH:18][CH:19]=2)(=[O:12])=[O:13])=[CH:4][CH:3]=1. (2) Given the reactants [F:1][C:2]([F:17])([F:16])[C:3](=O)/[CH:4]=[CH:5]/[C:6]1[C:14]2[C:9](=[CH:10][CH:11]=[CH:12][CH:13]=2)[NH:8][CH:7]=1.Cl.[S:19]([C:23]1[CH:28]=[CH:27][C:26]([NH:29][NH2:30])=[CH:25][CH:24]=1)(=[O:22])(=[O:21])[NH2:20], predict the reaction product. The product is: [S:19]([C:23]1[CH:24]=[CH:25][C:26]([N:29]2[CH:5]([C:6]3[C:14]4[C:9](=[CH:10][CH:11]=[CH:12][CH:13]=4)[NH:8][CH:7]=3)[CH2:4][C:3]([C:2]([F:17])([F:16])[F:1])=[N:30]2)=[CH:27][CH:28]=1)(=[O:22])(=[O:21])[NH2:20].